Dataset: Catalyst prediction with 721,799 reactions and 888 catalyst types from USPTO. Task: Predict which catalyst facilitates the given reaction. (1) Reactant: [CH3:1][C:2]1([CH3:10])[CH2:8][CH2:7][CH2:6][CH2:5][CH2:4][C:3]1=[O:9].[C:11](=O)([O:14]C)[O:12][CH3:13].[H-].[Na+]. Product: [CH3:1][C:2]1([CH3:10])[CH2:8][CH2:7][CH2:6][CH2:5][CH:4]([C:11]([O:12][CH3:13])=[O:14])[C:3]1=[O:9]. The catalyst class is: 5. (2) Reactant: [CH2:1]([N:5]1[C:9](=[O:10])[C:8](Cl)=[C:7]([C:12]2[CH:17]=[CH:16][CH:15]=[CH:14][CH:13]=2)[S:6]1(=[O:19])=[O:18])[CH2:2][CH2:3][CH3:4].[CH2:20]([NH2:26])[CH2:21][CH2:22][CH2:23][CH2:24][CH3:25]. Product: [CH2:1]([N:5]1[C:9](=[O:10])[C:8]([NH:26][CH2:20][CH2:21][CH2:22][CH2:23][CH2:24][CH3:25])=[C:7]([C:12]2[CH:17]=[CH:16][CH:15]=[CH:14][CH:13]=2)[S:6]1(=[O:19])=[O:18])[CH2:2][CH2:3][CH3:4]. The catalyst class is: 3. (3) Reactant: [F:1][C:2]([F:13])([F:12])[O:3][C:4]1[CH:11]=[CH:10][C:7]([CH2:8][NH2:9])=[CH:6][CH:5]=1.C[O:15][C:16](=O)[C:17]1[C:22]([I:23])=[C:21]([F:24])[CH:20]=[CH:19][C:18]=1[CH2:25]Br.C([O-])([O-])=O.[K+].[K+]. Product: [F:24][C:21]1[C:22]([I:23])=[C:17]2[C:18]([CH2:25][N:9]([CH2:8][C:7]3[CH:10]=[CH:11][C:4]([O:3][C:2]([F:12])([F:13])[F:1])=[CH:5][CH:6]=3)[C:16]2=[O:15])=[CH:19][CH:20]=1. The catalyst class is: 11.